From a dataset of Peptide-MHC class II binding affinity with 134,281 pairs from IEDB. Regression. Given a peptide amino acid sequence and an MHC pseudo amino acid sequence, predict their binding affinity value. This is MHC class II binding data. (1) The peptide sequence is YPEDPVKLASIVKAS. The MHC is HLA-DQA10201-DQB10303 with pseudo-sequence HLA-DQA10201-DQB10303. The binding affinity (normalized) is 0.495. (2) The peptide sequence is KLIEKINAGFKAALAAAAGV. The MHC is DRB1_0405 with pseudo-sequence DRB1_0405. The binding affinity (normalized) is 0.621. (3) The peptide sequence is MVGTILEMLGHRLDD. The MHC is HLA-DQA10201-DQB10202 with pseudo-sequence HLA-DQA10201-DQB10202. The binding affinity (normalized) is 0.506. (4) The peptide sequence is EKKYFATTQFEPLAA. The MHC is DRB1_1602 with pseudo-sequence DRB1_1602. The binding affinity (normalized) is 0.576. (5) The peptide sequence is EALIHQLKINPYVLS. The MHC is DRB3_0101 with pseudo-sequence DRB3_0101. The binding affinity (normalized) is 0.417.